The task is: Predict the reactants needed to synthesize the given product.. This data is from Full USPTO retrosynthesis dataset with 1.9M reactions from patents (1976-2016). (1) Given the product [C:10]([C:8]1[CH:7]=[C:4]([C:5]#[N:6])[C:3]([O:14][CH3:15])=[C:2]([NH:1][C:18](=[O:17])[C:19]2[CH:24]=[CH:23][C:22]([CH3:25])=[C:21]([N:26]3[CH:30]=[C:29]([C:31]4[CH:32]=[N:33][N:34]([C:38]5[CH:43]=[CH:42][CH:41]=[CH:40][CH:39]=5)[C:35]=4[CH2:36][CH3:37])[N:28]=[CH:27]3)[CH:20]=2)[CH:9]=1)([CH3:12])([CH3:11])[CH3:13], predict the reactants needed to synthesize it. The reactants are: [NH2:1][C:2]1[C:3]([O:14][CH3:15])=[C:4]([CH:7]=[C:8]([C:10]([CH3:13])([CH3:12])[CH3:11])[CH:9]=1)[C:5]#[N:6].C[O:17][C:18](=O)[C:19]1[CH:24]=[CH:23][C:22]([CH3:25])=[C:21]([N:26]2[CH:30]=[C:29]([C:31]3[CH:32]=[N:33][N:34]([C:38]4[CH:43]=[CH:42][CH:41]=[CH:40][CH:39]=4)[C:35]=3[CH2:36][CH3:37])[N:28]=[CH:27]2)[CH:20]=1. (2) Given the product [CH3:1][N:2]1[C:6]([C:23]2[CH:24]=[N:25][C:26]([C:29]([OH:31])=[O:30])=[N:27][CH:28]=2)=[CH:5][CH:4]=[N:3]1, predict the reactants needed to synthesize it. The reactants are: [CH3:1][N:2]1[C:6](B2OC(C)(C)C(C)(C)O2)=[CH:5][CH:4]=[N:3]1.C([O-])([O-])=O.[K+].[K+].Br[C:23]1[CH:24]=[N:25][C:26]([C:29]([OH:31])=[O:30])=[N:27][CH:28]=1. (3) The reactants are: [F:1][C:2]([F:15])([F:14])[C:3]1[CH:4]=[C:5]([CH:7]=[C:8]([C:10]([F:13])([F:12])[F:11])[CH:9]=1)[NH2:6].C(N(CC)CC)C.[Cl-].ClC1N(C)CC[NH+]1C.[CH3:32][O:33][C:34]1[C:35](=[O:58])[C:36]([CH3:57])=[C:37]([CH2:43][C:44]2[CH:45]=[CH:46][C:47]([O:53][C:54](=[O:56])[CH3:55])=[C:48]([CH:52]=2)[C:49](O)=[O:50])[C:38](=[O:42])[C:39]=1[O:40][CH3:41]. Given the product [CH3:32][O:33][C:34]1[C:35](=[O:58])[C:36]([CH3:57])=[C:37]([CH2:43][C:44]2[CH:45]=[CH:46][C:47]([O:53][C:54](=[O:56])[CH3:55])=[C:48]([CH:52]=2)[C:49]([NH:6][C:5]2[CH:4]=[C:3]([C:2]([F:14])([F:15])[F:1])[CH:9]=[C:8]([C:10]([F:11])([F:12])[F:13])[CH:7]=2)=[O:50])[C:38](=[O:42])[C:39]=1[O:40][CH3:41], predict the reactants needed to synthesize it.